Dataset: Forward reaction prediction with 1.9M reactions from USPTO patents (1976-2016). Task: Predict the product of the given reaction. (1) The product is: [NH2:1][C:2]1[CH:7]=[C:6]([C:8]2[CH:9]=[N:10][C:11]([Cl:20])=[CH:12][CH:13]=2)[N:5]=[C:4]([C:15]([O:17][CH3:18])=[O:16])[C:3]=1[Cl:19]. Given the reactants [NH2:1][C:2]1[CH:7]=[C:6]([C:8]2[CH:9]=[N:10][C:11](O)=[CH:12][CH:13]=2)[N:5]=[C:4]([C:15]([O:17][CH3:18])=[O:16])[C:3]=1[Cl:19].[Cl:20]P(Cl)C1C=CC=CC=1, predict the reaction product. (2) Given the reactants Br[C:2]1[CH:3]=[C:4]([CH:8]([OH:18])[CH2:9][CH2:10][NH:11][C:12](=[O:17])[C:13]([F:16])([F:15])[F:14])[CH:5]=[CH:6][CH:7]=1.[CH2:19]([CH:23]1[CH2:27][CH2:26][CH2:25][CH2:24]1)[CH2:20][C:21]#[CH:22], predict the reaction product. The product is: [CH:23]1([CH2:19][CH2:20][C:21]#[C:22][C:2]2[CH:3]=[C:4]([CH:8]([OH:18])[CH2:9][CH2:10][NH:11][C:12](=[O:17])[C:13]([F:16])([F:15])[F:14])[CH:5]=[CH:6][CH:7]=2)[CH2:27][CH2:26][CH2:25][CH2:24]1. (3) Given the reactants [C:1]([O:5][CH2:6][CH3:7])(=[O:4])[CH2:2][CH3:3].[I-].[NH2:9][N+:10]1[CH:15]=[CH:14][CH:13]=[CH:12][CH:11]=1.C(=O)([O-])[O-].[K+].[K+].O, predict the reaction product. The product is: [N:9]1[N:10]2[CH:15]=[CH:14][CH:13]=[CH:12][C:11]2=[C:2]([C:1]([O:5][CH2:6][CH3:7])=[O:4])[CH:3]=1. (4) Given the reactants [F:1][C:2]1[C:3]([NH:18][C:19]2[CH:24]=[CH:23][C:22]([CH2:25][CH2:26][CH2:27]I)=[CH:21][C:20]=2[F:29])=[C:4]([CH:14]=[CH:15][C:16]=1[F:17])[C:5]([NH:7][O:8][CH2:9][CH2:10][O:11]C=C)=[O:6].[CH3:30][NH:31][CH3:32].Cl.C([O-])([O-])=O.[K+].[K+].[Na+].[Cl-], predict the reaction product. The product is: [CH3:30][N:31]([CH3:32])[CH2:27][CH2:26][CH2:25][C:22]1[CH:23]=[CH:24][C:19]([NH:18][C:3]2[C:2]([F:1])=[C:16]([F:17])[CH:15]=[CH:14][C:4]=2[C:5]([NH:7][O:8][CH2:9][CH2:10][OH:11])=[O:6])=[C:20]([F:29])[CH:21]=1.